Predict the product of the given reaction. From a dataset of Forward reaction prediction with 1.9M reactions from USPTO patents (1976-2016). (1) The product is: [CH3:27][C:23]1[N:24]=[C:25]([CH3:26])[N:21]([C:19]2[N:18]=[C:17]([CH3:28])[N:16]=[C:15]([N:13]3[CH2:14][CH:11]([C:9]4[NH:8][C:3]5[CH:4]=[CH:5][CH:6]=[CH:7][C:2]=5[N:1]=4)[CH2:12]3)[CH:20]=2)[N:22]=1. Given the reactants [NH2:1][C:2]1[CH:7]=[CH:6][CH:5]=[CH:4][C:3]=1[NH:8][C:9]([CH:11]1[CH2:14][N:13]([C:15]2[CH:20]=[C:19]([N:21]3[C:25]([CH3:26])=[N:24][C:23]([CH3:27])=[N:22]3)[N:18]=[C:17]([CH3:28])[N:16]=2)[CH2:12]1)=O, predict the reaction product. (2) Given the reactants [NH2:1][C:2]1[N:27]=[C:5]2[CH:6]=[N:7][C:8]([C:10]3[CH:15]=[CH:14][C:13]([NH:16][C:17](=[O:26])[CH2:18][C:19]4[CH:24]=[CH:23][C:22]([F:25])=[CH:21][CH:20]=4)=[CH:12][CH:11]=3)=[CH:9][N:4]2[N:3]=1.Br[C:29]1[CH:34]=[CH:33][C:32]([S:35]([CH3:38])(=[O:37])=[O:36])=[CH:31][C:30]=1[O:39][CH3:40].CC(C1C=C(C(C)C)C(C2C=CC=CC=2P(C2CCCCC2)C2CCCCC2)=C(C(C)C)C=1)C, predict the reaction product. The product is: [F:25][C:22]1[CH:23]=[CH:24][C:19]([CH2:18][C:17]([NH:16][C:13]2[CH:12]=[CH:11][C:10]([C:8]3[N:7]=[CH:6][C:5]4[N:4]([N:3]=[C:2]([NH:1][C:29]5[CH:34]=[CH:33][C:32]([S:35]([CH3:38])(=[O:37])=[O:36])=[CH:31][C:30]=5[O:39][CH3:40])[N:27]=4)[CH:9]=3)=[CH:15][CH:14]=2)=[O:26])=[CH:20][CH:21]=1. (3) Given the reactants [NH2:1][C:2]1([C:5]2[N:10]=[C:9]([NH:11][CH2:12][C:13]3[CH:18]=[CH:17][CH:16]=[CH:15][N:14]=3)[C:8]3=[C:19]([C:22]4[CH:27]=[CH:26][CH:25]=[CH:24][CH:23]=4)[CH:20]=[CH:21][N:7]3[N:6]=2)[CH2:4][CH2:3]1.N1C=CC=CC=1.[C:34](Cl)(=[O:36])[CH3:35], predict the reaction product. The product is: [C:22]1([C:19]2[CH:20]=[CH:21][N:7]3[C:8]=2[C:9]([NH:11][CH2:12][C:13]2[CH:18]=[CH:17][CH:16]=[CH:15][N:14]=2)=[N:10][C:5]([C:2]2([NH:1][C:34](=[O:36])[CH3:35])[CH2:3][CH2:4]2)=[N:6]3)[CH:27]=[CH:26][CH:25]=[CH:24][CH:23]=1. (4) Given the reactants [OH-].[Na+].C(O)C.C([O:8][C:9]([C:11]1[CH:16]=[CH:15][CH:14]=[CH:13][C:12]=1/[CH:17]=[CH:18]/[C:19]([NH:21][CH2:22][CH2:23][N:24]1[CH:28]=[CH:27][N:26]=[CH:25]1)=[O:20])=[O:10])C, predict the reaction product. The product is: [C:9]([C:11]1[CH:16]=[CH:15][CH:14]=[CH:13][C:12]=1/[CH:17]=[CH:18]/[C:19]([NH:21][CH2:22][CH2:23][N:24]1[CH:28]=[CH:27][N:26]=[CH:25]1)=[O:20])([OH:10])=[O:8]. (5) Given the reactants C(OC([NH:8][CH2:9][CH:10]1[CH2:15][CH2:14][CH:13]([C:16]([NH:18][CH2:19][C:20]2[CH:25]=[CH:24][C:23]([CH3:26])=[CH:22][CH:21]=2)=[O:17])[CH2:12][CH2:11]1)=O)(C)(C)C.FC(F)(F)C(O)=O, predict the reaction product. The product is: [NH2:8][CH2:9][CH:10]1[CH2:15][CH2:14][CH:13]([C:16]([NH:18][CH2:19][C:20]2[CH:21]=[CH:22][C:23]([CH3:26])=[CH:24][CH:25]=2)=[O:17])[CH2:12][CH2:11]1. (6) Given the reactants [CH3:1][C:2]1[CH:7]=[C:6]([C:8]2[CH:9]=[CH:10][C:11]3[N:17]4[CH2:18][C@H:14]([CH2:15][CH2:16]4)[NH:13][C:12]=3[N:19]=2)[CH:5]=[CH:4][N:3]=1.ClC(Cl)(O[C:24](=[O:30])OC(Cl)(Cl)Cl)Cl.C(N(CC)CC)C.[N:39]1[CH:44]=[CH:43][CH:42]=[CH:41][C:40]=1[C@@H:45]([NH2:47])[CH3:46], predict the reaction product. The product is: [CH3:1][C:2]1[CH:7]=[C:6]([C:8]2[CH:9]=[CH:10][C:11]3[N:17]4[CH2:18][C@H:14]([CH2:15][CH2:16]4)[N:13]([C:24]([NH:47][C@H:45]([C:40]4[CH:41]=[CH:42][CH:43]=[CH:44][N:39]=4)[CH3:46])=[O:30])[C:12]=3[N:19]=2)[CH:5]=[CH:4][N:3]=1. (7) Given the reactants P(Br)(Br)([Br:3])=O.[CH:6]1([C:9]2[C:10](=[O:20])[N:11]([CH2:16][CH:17]3[CH2:19][CH2:18]3)[CH:12]=[CH:13][C:14]=2O)[CH2:8][CH2:7]1, predict the reaction product. The product is: [Br:3][C:14]1[CH:13]=[CH:12][N:11]([CH2:16][CH:17]2[CH2:19][CH2:18]2)[C:10](=[O:20])[C:9]=1[CH:6]1[CH2:8][CH2:7]1.